From a dataset of Catalyst prediction with 721,799 reactions and 888 catalyst types from USPTO. Predict which catalyst facilitates the given reaction. Reactant: [CH3:1][C:2]1[CH:11]=[C:10]2[C:5]([C:6]([C:12]3[CH:17]=[CH:16][CH:15]=[CH:14][CH:13]=3)=[CH:7][CH:8]=[N:9]2)=[CH:4][CH:3]=1.C1C=C(Cl)C=C(C(OO)=O)C=1.[CH3:29][N:30](C)C(Cl)=O.C[Si](C#N)(C)C.C([O-])(O)=O.[Na+]. Product: [CH3:1][C:2]1[CH:11]=[C:10]2[C:5]([C:6]([C:12]3[CH:13]=[CH:14][CH:15]=[CH:16][CH:17]=3)=[CH:7][C:8]([C:29]#[N:30])=[N:9]2)=[CH:4][CH:3]=1. The catalyst class is: 22.